Predict which catalyst facilitates the given reaction. From a dataset of Catalyst prediction with 721,799 reactions and 888 catalyst types from USPTO. (1) Reactant: [CH2:1]([O:3][C:4]1[C:8]([CH2:9][CH2:10][CH2:11][OH:12])=[CH:7][N:6]([C:13]2[CH:18]=[CH:17][C:16]([C:19]([F:22])([F:21])[F:20])=[CH:15][N:14]=2)[N:5]=1)[CH3:2].[F:23][C:24]1[C:29](O)=[CH:28][CH:27]=[CH:26][C:25]=1[CH2:31][C:32]([O:34]C)=[O:33].C(P(CCCC)CCCC)CCC.N(C(N1CCCCC1)=O)=NC(N1CCCCC1)=O. Product: [CH2:1]([O:3][C:4]1[C:8]([CH2:9][CH2:10][CH2:11][O:12][C:29]2[C:24]([F:23])=[C:25]([CH2:31][C:32]([OH:34])=[O:33])[CH:26]=[CH:27][CH:28]=2)=[CH:7][N:6]([C:13]2[CH:18]=[CH:17][C:16]([C:19]([F:21])([F:20])[F:22])=[CH:15][N:14]=2)[N:5]=1)[CH3:2]. The catalyst class is: 7. (2) Reactant: [C:1]([O:5][C:6]([N:8]1[CH:13]2[CH2:14][CH2:15][CH:9]1[CH2:10][NH:11][CH2:12]2)=[O:7])([CH3:4])([CH3:3])[CH3:2].Cl[C:17]([O:19][CH2:20][C:21]1[CH:26]=[CH:25][CH:24]=[CH:23][CH:22]=1)=[O:18].C(N(CC)CC)C. Product: [CH:9]12[N:8]([C:6]([O:5][C:1]([CH3:4])([CH3:2])[CH3:3])=[O:7])[CH:13]([CH2:14][CH2:15]1)[CH2:12][N:11]([C:17]([O:19][CH2:20][C:21]1[CH:26]=[CH:25][CH:24]=[CH:23][CH:22]=1)=[O:18])[CH2:10]2. The catalyst class is: 2. (3) Reactant: Br.[CH3:2][CH:3]1[NH:8][CH2:7][CH2:6][N:5]([C:9]2[CH:14]=[CH:13][CH:12]=[CH:11][N:10]=2)[CH2:4]1.Cl[CH2:16][C:17]1[NH:21][C:20]2[CH:22]=[CH:23][CH:24]=[CH:25][C:19]=2[N:18]=1.C(=O)([O-])[O-].[Cs+].[Cs+]. Product: [CH3:2][CH:3]1[CH2:4][N:5]([C:9]2[CH:14]=[CH:13][CH:12]=[CH:11][N:10]=2)[CH2:6][CH2:7][N:8]1[CH2:16][C:17]1[NH:21][C:20]2[CH:22]=[CH:23][CH:24]=[CH:25][C:19]=2[N:18]=1. The catalyst class is: 9. (4) Reactant: [CH3:1][C@H:2]1[CH2:7][CH2:6][C@H:5]([NH:8][C:9]([C@@H:11]2[CH2:13][C@H:12]2[CH2:14][OH:15])=[O:10])[CH2:4][CH2:3]1.C(N(CC)CC)C.[CH3:23][S:24](O)(=[O:26])=[O:25]. Product: [CH3:1][C@H:2]1[CH2:3][CH2:4][C@H:5]([NH:8][C:9]([C@@H:11]2[CH2:13][C@H:12]2[CH2:14][O:15][S:24]([CH3:23])(=[O:26])=[O:25])=[O:10])[CH2:6][CH2:7]1. The catalyst class is: 119. (5) Reactant: Cl[C:2]1[C:11]2[C:6](=[CH:7][CH:8]=[CH:9][C:10]=2[F:12])[N:5]=[C:4]([C:13]2[CH:14]=[N:15][CH:16]=[CH:17][CH:18]=2)[C:3]=1[CH3:19].[O:20]1[CH2:25][CH2:24][N:23]([C:26]2[C:31]([NH2:32])=[CH:30][C:29]([N:33]3[CH2:38][CH2:37][O:36][CH2:35][CH2:34]3)=[CH:28][N:27]=2)[CH2:22][CH2:21]1.Cl.O1CCOCC1. Product: [N:23]1([C:26]2[C:31]([NH:32][C:2]3[C:11]4[C:6](=[CH:7][CH:8]=[CH:9][C:10]=4[F:12])[N:5]=[C:4]([C:13]4[CH:14]=[N:15][CH:16]=[CH:17][CH:18]=4)[C:3]=3[CH3:19])=[CH:30][C:29]([N:33]3[CH2:34][CH2:35][O:36][CH2:37][CH2:38]3)=[CH:28][N:27]=2)[CH2:22][CH2:21][O:20][CH2:25][CH2:24]1. The catalyst class is: 5. (6) Reactant: [CH3:1][C:2]1[N:6]([CH:7]2[CH2:12][CH2:11][N:10]([CH2:13][C:14]3[CH:19]=[CH:18][C:17]([C:20]4[N:25]=[C:24]([NH2:26])[C:23]([N+:27]([O-])=O)=[CH:22][C:21]=4[C:30]4[CH:35]=[CH:34][CH:33]=[CH:32][CH:31]=4)=[CH:16][CH:15]=3)[CH2:9][CH2:8]2)[C:5]2[CH:36]=[CH:37][CH:38]=[CH:39][C:4]=2[N:3]=1.[H][H]. Product: [CH3:1][C:2]1[N:6]([CH:7]2[CH2:8][CH2:9][N:10]([CH2:13][C:14]3[CH:19]=[CH:18][C:17]([C:20]4[N:25]=[C:24]([NH2:26])[C:23]([NH2:27])=[CH:22][C:21]=4[C:30]4[CH:31]=[CH:32][CH:33]=[CH:34][CH:35]=4)=[CH:16][CH:15]=3)[CH2:11][CH2:12]2)[C:5]2[CH:36]=[CH:37][CH:38]=[CH:39][C:4]=2[N:3]=1. The catalyst class is: 256. (7) Reactant: [Br:1][C:2]1[CH:7]=[C:6]([O:8][CH3:9])[C:5]([OH:10])=[C:4]([Cl:11])[C:3]=1[CH3:12].[CH3:13][CH:14]([Si:16](Cl)([CH:20]([CH3:22])[CH3:21])[CH:17]([CH3:19])[CH3:18])[CH3:15].N1C=CN=C1. Product: [Br:1][C:2]1[CH:7]=[C:6]([O:8][CH3:9])[C:5]([O:10][Si:16]([CH:20]([CH3:22])[CH3:21])([CH:17]([CH3:19])[CH3:18])[CH:14]([CH3:15])[CH3:13])=[C:4]([Cl:11])[C:3]=1[CH3:12]. The catalyst class is: 2.